This data is from Full USPTO retrosynthesis dataset with 1.9M reactions from patents (1976-2016). The task is: Predict the reactants needed to synthesize the given product. (1) Given the product [OH:25][C:18]1([CH2:17][NH:16][C:27]([C:10]2[C:11]3[CH:12]=[CH:13][N:4]([CH2:3][CH2:2][OH:1])[C:5](=[O:15])[C:6]=3[CH:7]=[CH:8][CH:9]=2)=[O:26])[CH2:24][CH2:23][CH2:22][CH2:21][CH2:20][CH2:19]1, predict the reactants needed to synthesize it. The reactants are: [OH:1][CH2:2][CH2:3][N:4]1[CH:13]=[CH:12][C:11]2[C:6](=[CH:7][CH:8]=[CH:9][C:10]=2I)[C:5]1=[O:15].[NH2:16][CH2:17][C:18]1([OH:25])[CH2:24][CH2:23][CH2:22][CH2:21][CH2:20][CH2:19]1.[O:26]1CCOC[CH2:27]1. (2) Given the product [Br:1][C:2]1[S:3][C:4]([C:7]([C:12]2[C:13]3[C:18](=[N:17][CH:16]=[CH:15][CH:14]=3)[NH:10][CH:11]=2)=[O:9])=[CH:5][N:6]=1, predict the reactants needed to synthesize it. The reactants are: [Br:1][C:2]1[S:3][C:4]([C:7]([OH:9])=O)=[CH:5][N:6]=1.[NH:10]1[C:18]2[C:13](=[CH:14][CH:15]=[CH:16][N:17]=2)[CH:12]=[CH:11]1.[Cl-].[Cl-].[Cl-].[Al+3]. (3) The reactants are: [F:1][C:2]1[N:7]=[CH:6][C:5]([C:8]2[C:17]([N:18]([CH:20]([CH3:22])[CH3:21])[CH3:19])=[N:16][C:15]3[C:10](=[CH:11][CH:12]=[C:13]([C:23]([O:25]C)=[O:24])[CH:14]=3)[N:9]=2)=[CH:4][CH:3]=1.O[Li].O.Cl. Given the product [F:1][C:2]1[N:7]=[CH:6][C:5]([C:8]2[C:17]([N:18]([CH:20]([CH3:22])[CH3:21])[CH3:19])=[N:16][C:15]3[C:10](=[CH:11][CH:12]=[C:13]([C:23]([OH:25])=[O:24])[CH:14]=3)[N:9]=2)=[CH:4][CH:3]=1, predict the reactants needed to synthesize it. (4) Given the product [OH:10][C:6]1[C:7](=[O:9])[CH:8]=[C:3]([CH2:2][N:21]2[CH2:20][CH2:19][N:18]([C:16]([O:15][C:11]([CH3:14])([CH3:13])[CH3:12])=[O:17])[CH2:23][CH2:22]2)[O:4][CH:5]=1, predict the reactants needed to synthesize it. The reactants are: Br[CH2:2][C:3]1[O:4][CH:5]=[C:6]([OH:10])[C:7](=[O:9])[CH:8]=1.[C:11]([O:15][C:16]([N:18]1[CH2:23][CH2:22][NH:21][CH2:20][CH2:19]1)=[O:17])([CH3:14])([CH3:13])[CH3:12].C(N(CC)CC)C. (5) Given the product [N:19]1[CH:20]=[CH:21][CH:22]=[CH:23][C:18]=1[C:9]1[CH:14]=[N:13][C:12]([NH2:15])=[CH:11][CH:10]=1, predict the reactants needed to synthesize it. The reactants are: CC1(C)C(C)(C)OB([C:9]2[CH:10]=[CH:11][C:12]([NH2:15])=[N:13][CH:14]=2)O1.I[C:18]1[CH:23]=[CH:22][CH:21]=[CH:20][N:19]=1.[O-]P([O-])([O-])=O.[K+].[K+].[K+].O1CCOCC1. (6) Given the product [Br:16][CH2:2][C:3]1[CH:8]=[CH:7][CH:6]=[CH:5][C:4]=1[N:9]([CH3:14])[S:10]([CH3:13])(=[O:12])=[O:11], predict the reactants needed to synthesize it. The reactants are: O[CH2:2][C:3]1[CH:8]=[CH:7][CH:6]=[CH:5][C:4]=1[N:9]([CH3:14])[S:10]([CH3:13])(=[O:12])=[O:11].C(Br)(Br)(Br)[Br:16].C1(P(C2C=CC=CC=2)C2C=CC=CC=2)C=CC=CC=1. (7) Given the product [Cl:1][CH2:2][CH2:3][CH2:4][C:5]([N:10]([CH3:9])[O:11][CH3:12])=[O:6], predict the reactants needed to synthesize it. The reactants are: [Cl:1][CH2:2][CH2:3][CH2:4][C:5](Cl)=[O:6].Cl.[CH3:9][NH:10][O:11][CH3:12].N1C=CC=CC=1. (8) Given the product [CH2:45]([C:50]1[CH:51]=[C:52]([CH2:53][NH:54][C:38](=[O:40])[C:37]2[CH:41]=[CH:42][CH:43]=[N:44][C:36]=2[NH2:35])[CH:55]=[CH:56][CH:57]=1)[CH2:46][CH2:47][CH2:48][CH3:49], predict the reactants needed to synthesize it. The reactants are: CN([P+](ON1N=NC2C=CC=CC1=2)(N(C)C)N(C)C)C.F[P-](F)(F)(F)(F)F.C(N(CC)CC)C.[NH2:35][C:36]1[N:44]=[CH:43][CH:42]=[CH:41][C:37]=1[C:38]([OH:40])=O.[CH2:45]([C:50]1[CH:51]=[C:52]([CH:55]=[CH:56][CH:57]=1)[CH2:53][NH2:54])[CH2:46][CH2:47][CH2:48][CH3:49].